From a dataset of NCI-60 drug combinations with 297,098 pairs across 59 cell lines. Regression. Given two drug SMILES strings and cell line genomic features, predict the synergy score measuring deviation from expected non-interaction effect. (1) Drug 1: CC12CCC3C(C1CCC2=O)CC(=C)C4=CC(=O)C=CC34C. Drug 2: C1=CC(=CC=C1CCCC(=O)O)N(CCCl)CCCl. Cell line: SW-620. Synergy scores: CSS=29.6, Synergy_ZIP=-7.52, Synergy_Bliss=-6.42, Synergy_Loewe=-16.2, Synergy_HSA=-5.61. (2) Cell line: A549. Drug 1: CN(C)C1=NC(=NC(=N1)N(C)C)N(C)C. Synergy scores: CSS=-6.57, Synergy_ZIP=1.19, Synergy_Bliss=-3.31, Synergy_Loewe=-4.93, Synergy_HSA=-7.46. Drug 2: C1=CN(C=N1)CC(O)(P(=O)(O)O)P(=O)(O)O. (3) Synergy scores: CSS=39.4, Synergy_ZIP=-1.23, Synergy_Bliss=1.62, Synergy_Loewe=1.31, Synergy_HSA=1.55. Drug 1: CC1=C2C(C(=O)C3(C(CC4C(C3C(C(C2(C)C)(CC1OC(=O)C(C(C5=CC=CC=C5)NC(=O)OC(C)(C)C)O)O)OC(=O)C6=CC=CC=C6)(CO4)OC(=O)C)O)C)O. Cell line: IGROV1. Drug 2: CN(CC1=CN=C2C(=N1)C(=NC(=N2)N)N)C3=CC=C(C=C3)C(=O)NC(CCC(=O)O)C(=O)O. (4) Drug 1: CC1OCC2C(O1)C(C(C(O2)OC3C4COC(=O)C4C(C5=CC6=C(C=C35)OCO6)C7=CC(=C(C(=C7)OC)O)OC)O)O. Drug 2: CC(C1=C(C=CC(=C1Cl)F)Cl)OC2=C(N=CC(=C2)C3=CN(N=C3)C4CCNCC4)N. Cell line: RPMI-8226. Synergy scores: CSS=46.5, Synergy_ZIP=1.76, Synergy_Bliss=0.996, Synergy_Loewe=-12.1, Synergy_HSA=-1.59. (5) Drug 1: C1=CC(=CC=C1CCCC(=O)O)N(CCCl)CCCl. Drug 2: CC1=C(C=C(C=C1)NC(=O)C2=CC=C(C=C2)CN3CCN(CC3)C)NC4=NC=CC(=N4)C5=CN=CC=C5. Cell line: HOP-62. Synergy scores: CSS=41.3, Synergy_ZIP=-1.62, Synergy_Bliss=-4.42, Synergy_Loewe=-6.66, Synergy_HSA=-3.71. (6) Drug 1: C1=CC=C(C=C1)NC(=O)CCCCCCC(=O)NO. Drug 2: C1=CN(C=N1)CC(O)(P(=O)(O)O)P(=O)(O)O. Cell line: HOP-92. Synergy scores: CSS=8.83, Synergy_ZIP=-1.44, Synergy_Bliss=2.41, Synergy_Loewe=-0.288, Synergy_HSA=0.00947. (7) Drug 1: CN1CCC(CC1)COC2=C(C=C3C(=C2)N=CN=C3NC4=C(C=C(C=C4)Br)F)OC. Drug 2: CC12CCC3C(C1CCC2O)C(CC4=C3C=CC(=C4)O)CCCCCCCCCS(=O)CCCC(C(F)(F)F)(F)F. Cell line: IGROV1. Synergy scores: CSS=49.6, Synergy_ZIP=3.59, Synergy_Bliss=4.71, Synergy_Loewe=-10.4, Synergy_HSA=4.90. (8) Drug 1: C1CCC(C1)C(CC#N)N2C=C(C=N2)C3=C4C=CNC4=NC=N3. Drug 2: C1CCN(CC1)CCOC2=CC=C(C=C2)C(=O)C3=C(SC4=C3C=CC(=C4)O)C5=CC=C(C=C5)O. Cell line: DU-145. Synergy scores: CSS=12.9, Synergy_ZIP=0.154, Synergy_Bliss=10.3, Synergy_Loewe=6.44, Synergy_HSA=7.99.